From a dataset of Reaction yield outcomes from USPTO patents with 853,638 reactions. Predict the reaction yield, written as a fraction of the theoretical maximum amount of product (1.0 means a 100% yield; for example, 0.34 means a 34% yield). The reactants are [Cl:1][C:2]1[CH:3]=[C:4]([C:8]#[CH:9])[CH:5]=[CH:6][CH:7]=1.[CH2:10]([O:12][C:13]([N:15]1[CH2:20][CH2:19][NH:18][CH2:17][CH2:16]1)=[O:14])[CH3:11].[CH3:21][O:22][C:23]1[N:28]=[CH:27][C:26]([CH:29]=O)=[CH:25][CH:24]=1. The catalyst is [Au](Br)(Br)Br.O. The product is [CH2:10]([O:12][C:13]([N:15]1[CH2:16][CH2:17][N:18]([CH:29]([C:26]2[CH:27]=[N:28][C:23]([O:22][CH3:21])=[CH:24][CH:25]=2)[C:9]#[C:8][C:4]2[CH:5]=[CH:6][CH:7]=[C:2]([Cl:1])[CH:3]=2)[CH2:19][CH2:20]1)=[O:14])[CH3:11]. The yield is 0.450.